The task is: Predict the reactants needed to synthesize the given product.. This data is from Full USPTO retrosynthesis dataset with 1.9M reactions from patents (1976-2016). (1) Given the product [CH3:24][O:25][C:26](=[O:33])[C@H:27]([CH2:29][CH2:30][S:31][CH3:32])[NH:28][C:3](=[O:20])[C:4]1[CH:9]=[CH:8][C:7]([CH2:10][N:11]=[N+:12]=[N-:13])=[CH:6][C:5]=1[C:14]1[CH:15]=[CH:16][CH:17]=[CH:18][CH:19]=1, predict the reactants needed to synthesize it. The reactants are: CO[C:3](=[O:20])[C:4]1[CH:9]=[CH:8][C:7]([CH2:10][N:11]=[N+:12]=[N-:13])=[CH:6][C:5]=1[C:14]1[CH:19]=[CH:18][CH:17]=[CH:16][CH:15]=1.[OH-].[Na+].Cl.[CH3:24][O:25][C:26](=[O:33])[C@H:27]([CH2:29][CH2:30][S:31][CH3:32])[NH2:28].Cl.COC(=O)[C@H](CCSC)NC(=O)C1C=CC(N)=CC=1C1C=CC=CC=1. (2) Given the product [CH3:1][O:2][C:3]1[C:4](=[O:23])[C:5]([CH3:22])=[C:6]([CH2:12][C:13]2[CH:14]=[C:15]([CH:19]=[CH:20][CH:21]=2)[C:16]([NH:27][CH:24]([CH3:26])[CH3:25])=[O:18])[C:7](=[O:11])[C:8]=1[O:9][CH3:10], predict the reactants needed to synthesize it. The reactants are: [CH3:1][O:2][C:3]1[C:4](=[O:23])[C:5]([CH3:22])=[C:6]([CH2:12][C:13]2[CH:14]=[C:15]([CH:19]=[CH:20][CH:21]=2)[C:16]([OH:18])=O)[C:7](=[O:11])[C:8]=1[O:9][CH3:10].[CH:24]([NH2:27])([CH3:26])[CH3:25].Cl.C(N=C=NCCCN(C)C)C. (3) Given the product [Cl:1][C:2]1[CH:3]=[N:4][C:5]2[C:10]([CH:11]=1)=[CH:9][C:8]([CH2:12][C:17]1[CH:18]=[C:19]([CH:24]=[CH:25][N:26]=1)[C:20]([O:22][CH3:23])=[O:21])=[CH:7][C:6]=2[F:14], predict the reactants needed to synthesize it. The reactants are: [Cl:1][C:2]1[CH:3]=[N:4][C:5]2[C:10]([CH:11]=1)=[CH:9][C:8]([CH2:12]Cl)=[CH:7][C:6]=2[F:14].C[Sn](C)(C)[C:17]1[CH:18]=[C:19]([CH:24]=[CH:25][N:26]=1)[C:20]([O:22][CH3:23])=[O:21]. (4) Given the product [CH:1]([C:3]1[CH:4]=[C:5]([C:14]([O-:16])=[O:15])[C:6](=[O:13])[N:7]2[C:12]=1[CH:11]=[CH:10][CH:9]=[CH:8]2)=[O:2].[Na+:20], predict the reactants needed to synthesize it. The reactants are: [CH:1]([C:3]1[CH:4]=[C:5]([C:14]([O:16]CC)=[O:15])[C:6](=[O:13])[N:7]2[C:12]=1[CH:11]=[CH:10][CH:9]=[CH:8]2)=[O:2].[OH-].[Na+:20]. (5) Given the product [CH3:21][C:19]1[CH:20]=[C:16]([CH2:15][NH:14][C:10]2[CH:11]=[CH:12][CH:13]=[C:4]([C:3]([OH:23])=[O:2])[C:5]=2[C:6]([OH:8])=[O:7])[O:17][C:18]=1[CH3:22], predict the reactants needed to synthesize it. The reactants are: C[O:2][C:3](=[O:23])[C:4]1[C:5](=[C:10]([NH:14][CH2:15][C:16]2[O:17][C:18]([CH3:22])=[C:19]([CH3:21])[CH:20]=2)[CH:11]=[CH:12][CH:13]=1)[C:6]([O:8]C)=[O:7].COCCNC1C=CC=C(C(O)=O)C=1C(O)=O.